Dataset: Reaction yield outcomes from USPTO patents with 853,638 reactions. Task: Predict the reaction yield, written as a fraction of the theoretical maximum amount of product (1.0 means a 100% yield; for example, 0.34 means a 34% yield). (1) The reactants are [CH3:1][C:2]1[CH:3]=[N:4][C:5]2[N:6]([N:8]=[C:9]([CH2:11][OH:12])[N:10]=2)[CH:7]=1.C(O)(=O)C.C(O)(=O)C.IC1C=CC=CC=1.C(OC)(C)(C)C. The catalyst is C(Cl)Cl.CC1(C)N([O])C(C)(C)CCC1. The product is [CH3:1][C:2]1[CH:3]=[N:4][C:5]2[N:6]([N:8]=[C:9]([CH:11]=[O:12])[N:10]=2)[CH:7]=1. The yield is 0.800. (2) The catalyst is CC#N.Cl[Pd](Cl)([P](C1C=CC=CC=1)(C1C=CC=CC=1)C1C=CC=CC=1)[P](C1C=CC=CC=1)(C1C=CC=CC=1)C1C=CC=CC=1. The yield is 0.220. The product is [NH:48]1[CH:49]=[CH:50][N:51]=[C:47]1[C:44]1[CH:45]=[CH:46][C:41]([C:2]2[C:10]3[C:5](=[N:6][CH:7]=[C:8]([C:11]4[CH:16]=[C:15]([O:17][CH3:18])[C:14]([O:19][CH3:20])=[C:13]([O:21][CH3:22])[CH:12]=4)[CH:9]=3)[NH:4][CH:3]=2)=[CH:42][CH:43]=1. The reactants are I[C:2]1[C:10]2[C:5](=[N:6][CH:7]=[C:8]([C:11]3[CH:16]=[C:15]([O:17][CH3:18])[C:14]([O:19][CH3:20])=[C:13]([O:21][CH3:22])[CH:12]=3)[CH:9]=2)[N:4](S(C2C=CC(C)=CC=2)(=O)=O)[CH:3]=1.CC1(C)C(C)(C)OB([C:41]2[CH:46]=[CH:45][C:44]([C:47]3[NH:48][CH:49]=[CH:50][N:51]=3)=[CH:43][CH:42]=2)O1.C([O-])([O-])=O.[Na+].[Na+].CCOC(C)=O. (3) The yield is 0.500. The product is [N:79]([C@@H:49]1[C@H:48]([N:47]=[C:40]([C:41]2[CH:46]=[CH:45][CH:44]=[CH:43][CH:42]=2)[C:34]2[CH:39]=[CH:38][CH:37]=[CH:36][CH:35]=2)[CH2:53][CH2:52][N:51]([C:54]([O:56][CH2:57][C:58]2[CH:63]=[CH:62][CH:61]=[CH:60][CH:59]=2)=[O:55])[CH2:50]1)=[N+:80]=[N-:81]. The reactants are C1(P(C2C=CC=CC=2)C2C=CC=CC=2)C=CC=CC=1.C(OC([N+](C(OC(C)C)=O)=[N-])=O)(C)C.[C:34]1([C:40](=[N:47][C@@H:48]2[CH2:53][CH2:52][N:51]([C:54]([O:56][CH2:57][C:58]3[CH:63]=[CH:62][CH:61]=[CH:60][CH:59]=3)=[O:55])[CH2:50][C@H:49]2O)[C:41]2[CH:46]=[CH:45][CH:44]=[CH:43][CH:42]=2)[CH:39]=[CH:38][CH:37]=[CH:36][CH:35]=1.C1(P([N:79]=[N+:80]=[N-:81])(C2C=CC=CC=2)=O)C=CC=CC=1. The catalyst is C1COCC1.CCOC(C)=O. (4) The reactants are [CH3:1][C@@H:2]1[CH2:6][CH2:5][CH2:4][NH:3]1.C(=O)([O-])[O-].[Cs+].[Cs+].Cl[CH2:14][CH2:15][CH2:16][CH2:17][O:18][C:19]1[CH:24]=[CH:23][C:22]([I:25])=[CH:21][CH:20]=1. The catalyst is C(#N)C. The product is [I:25][C:22]1[CH:23]=[CH:24][C:19]([O:18][CH2:17][CH2:16][CH2:15][CH2:14][N:3]2[CH2:4][CH2:5][CH2:6][C@H:2]2[CH3:1])=[CH:20][CH:21]=1. The yield is 0.890. (5) The reactants are [N+:1]([C:4]1[CH:5]=[C:6]([CH:14]=[CH:15][CH:16]=1)[O:7][CH2:8][C:9](OCC)=[O:10])([O-:3])=[O:2].Cl.CN.[CH:20]([N:23](C(C)C)CC)(C)C. The catalyst is CO.O. The product is [CH3:20][NH:23][C:9](=[O:10])[CH2:8][O:7][C:6]1[CH:14]=[CH:15][CH:16]=[C:4]([N+:1]([O-:3])=[O:2])[CH:5]=1. The yield is 0.950. (6) The reactants are Br[C:2]1[CH:3]=[C:4]([C:14]([NH:16][CH2:17][C:18]2[C:19](=[O:26])[NH:20][C:21]([CH3:25])=[CH:22][C:23]=2[CH3:24])=[O:15])[C:5]2[CH:6]=[N:7][N:8]([CH:11]([CH3:13])[CH3:12])[C:9]=2[CH:10]=1.[CH3:27][NH:28][S:29]([C:32]1[CH:37]=[CH:36][C:35](B(O)O)=[CH:34][CH:33]=1)(=[O:31])=[O:30].C(=O)(O)[O-].[Na+].CCOC(C)=O. The catalyst is COCCOC.O.C1C=CC(P(C2C=CC=CC=2)[C-]2C=CC=C2)=CC=1.C1C=CC(P(C2C=CC=CC=2)[C-]2C=CC=C2)=CC=1.Cl[Pd]Cl.[Fe+2].C(Cl)Cl. The product is [CH3:24][C:23]1[CH:22]=[C:21]([CH3:25])[NH:20][C:19](=[O:26])[C:18]=1[CH2:17][NH:16][C:14]([C:4]1[C:5]2[CH:6]=[N:7][N:8]([CH:11]([CH3:13])[CH3:12])[C:9]=2[CH:10]=[C:2]([C:35]2[CH:34]=[CH:33][C:32]([S:29]([NH:28][CH3:27])(=[O:30])=[O:31])=[CH:37][CH:36]=2)[CH:3]=1)=[O:15]. The yield is 0.540.